Predict which catalyst facilitates the given reaction. From a dataset of Catalyst prediction with 721,799 reactions and 888 catalyst types from USPTO. (1) Reactant: [Br:1][C:2]1[CH:3]=[C:4]([CH:8]=[CH:9][C:10]=1[CH3:11])[C:5](O)=[O:6].[Cl-].[NH4+].CC[N:16](CC)CC. Product: [Br:1][C:2]1[CH:3]=[C:4]([CH:8]=[CH:9][C:10]=1[CH3:11])[C:5]([NH2:16])=[O:6]. The catalyst class is: 309. (2) Reactant: [CH:1]1([C:4]2[CH:13]=[CH:12][C:7]([C:8]([O:10][CH3:11])=[O:9])=[C:6]([CH2:14][CH3:15])[CH:5]=2)[CH2:3][CH2:2]1.[I:16]I.S(=O)(=O)(O)O. Product: [CH:1]1([C:4]2[C:13]([I:16])=[CH:12][C:7]([C:8]([O:10][CH3:11])=[O:9])=[C:6]([CH2:14][CH3:15])[CH:5]=2)[CH2:2][CH2:3]1. The catalyst class is: 52. (3) Reactant: F[C:2]1[CH:12]=[CH:11][C:5]([C:6]([O:8][CH2:9][CH3:10])=[O:7])=[CH:4][CH:3]=1.[NH:13]1[CH2:18][CH2:17][NH:16][CH2:15][CH2:14]1. Product: [N:13]1([C:2]2[CH:12]=[CH:11][C:5]([C:6]([O:8][CH2:9][CH3:10])=[O:7])=[CH:4][CH:3]=2)[CH2:18][CH2:17][NH:16][CH2:15][CH2:14]1. The catalyst class is: 16. (4) Reactant: CS([O:5][CH2:6][C:7]1[C:8]([C:16]2[CH:21]=[CH:20][C:19]([CH2:22][CH3:23])=[CH:18][CH:17]=2)=[N:9][S:10][C:11]=1[C:12]([F:15])([F:14])[F:13])(=O)=O.O[C:25]1[CH:26]=[C:27]2[C:31](=[CH:32][CH:33]=1)[CH:30]([CH2:34][C:35]([O:37][CH2:38][CH3:39])=[O:36])[CH2:29][CH2:28]2.C(=O)([O-])[O-].[K+].[K+].CN(C)C=O. Product: [CH2:22]([C:19]1[CH:20]=[CH:21][C:16]([C:8]2[C:7]([CH2:6][O:5][C:25]3[CH:26]=[C:27]4[C:31](=[CH:32][CH:33]=3)[CH:30]([CH2:34][C:35]([O:37][CH2:38][CH3:39])=[O:36])[CH2:29][CH2:28]4)=[C:11]([C:12]([F:15])([F:14])[F:13])[S:10][N:9]=2)=[CH:17][CH:18]=1)[CH3:23]. The catalyst class is: 6. (5) Reactant: [S:1]1[C:5]([CH2:6][CH2:7][CH2:8][CH2:9][CH2:10][CH2:11][O:12][CH2:13][C:14]2([CH2:18][CH3:19])[CH2:17][O:16][CH2:15]2)=[CH:4][CH:3]=[C:2]1[C:20]1[S:21][CH:22]=[CH:23][CH:24]=1.C([Li])CCC.C(O[B:34]1[O:38][C:37]([CH3:40])([CH3:39])[C:36]([CH3:42])([CH3:41])[O:35]1)(C)C. Product: [CH2:18]([C:14]1([CH2:13][O:12][CH2:11][CH2:10][CH2:9][CH2:8][CH2:7][CH2:6][C:5]2[S:1][C:2]([C:20]3[S:21][C:22]([B:34]4[O:38][C:37]([CH3:40])([CH3:39])[C:36]([CH3:42])([CH3:41])[O:35]4)=[CH:23][CH:24]=3)=[CH:3][CH:4]=2)[CH2:17][O:16][CH2:15]1)[CH3:19]. The catalyst class is: 1.